Task: Predict the reactants needed to synthesize the given product.. Dataset: Full USPTO retrosynthesis dataset with 1.9M reactions from patents (1976-2016) (1) Given the product [Cl:1][C:2]1[CH:3]=[C:4]([C:8]2[C:13]3[N:14]([CH2:29][C@H:30]4[CH2:31][CH2:32][C@H:33]([CH3:36])[CH2:34][CH2:35]4)[C:15]([N:17]4[CH2:22][CH2:21][O:20][CH2:19][C@H:18]4[C:23]4[CH:24]=[CH:25][CH:26]=[CH:27][CH:28]=4)=[N:16][C:12]=3[CH:11]=[C:10]([C:37]3[NH:38][C:39](=[O:43])[CH:40]=[CH:41][CH:42]=3)[N:9]=2)[CH:5]=[N:6][CH:7]=1, predict the reactants needed to synthesize it. The reactants are: [Cl:1][C:2]1[CH:3]=[C:4]([C:8]2[C:13]3[N:14]([CH2:29][C@H:30]4[CH2:35][CH2:34][C@H:33]([CH3:36])[CH2:32][CH2:31]4)[C:15]([N:17]4[CH2:22][CH2:21][O:20][CH2:19][C@H:18]4[C:23]4[CH:28]=[CH:27][CH:26]=[CH:25][CH:24]=4)=[N:16][C:12]=3[CH:11]=[C:10]([C:37]3[CH:42]=[CH:41][CH:40]=[C:39]([O:43]C)[N:38]=3)[N:9]=2)[CH:5]=[N:6][CH:7]=1.O.C1(C)C=CC(S(O)(=O)=O)=CC=1.[Cl-].[Li+]. (2) Given the product [CH3:37][S:34]([CH2:33][C:32]1[N:38]=[C:27]([CH:13]2[CH2:14][CH:15]([C:17]3[CH:18]=[CH:19][C:20]([C:23]([F:25])([F:24])[F:26])=[CH:21][CH:22]=3)[CH2:16][N:11]([C:9]([N:6]3[CH2:7][CH2:8][CH:3]([C:1]#[N:2])[CH2:4][CH2:5]3)=[O:10])[CH2:12]2)[O:28][N:31]=1)(=[O:36])=[O:35], predict the reactants needed to synthesize it. The reactants are: [C:1]([CH:3]1[CH2:8][CH2:7][N:6]([C:9]([N:11]2[CH2:16][CH:15]([C:17]3[CH:22]=[CH:21][C:20]([C:23]([F:26])([F:25])[F:24])=[CH:19][CH:18]=3)[CH2:14][CH:13]([C:27](O)=[O:28])[CH2:12]2)=[O:10])[CH2:5][CH2:4]1)#[N:2].O[N:31]=[C:32]([NH2:38])[CH2:33][S:34]([CH3:37])(=[O:36])=[O:35]. (3) Given the product [Cl:1][C:2]1[C:7]([C:8]([O:10][CH2:11][CH3:12])=[O:9])=[C:6]([F:13])[C:5]([CH:14]=[N:16][OH:17])=[CH:4][CH:3]=1, predict the reactants needed to synthesize it. The reactants are: [Cl:1][C:2]1[C:7]([C:8]([O:10][CH2:11][CH3:12])=[O:9])=[C:6]([F:13])[C:5]([CH:14]=O)=[CH:4][CH:3]=1.[NH2:16][OH:17]. (4) Given the product [F:1][C:2]1[CH:3]=[C:4]([CH:12]=[C:13]([F:17])[C:14]=1[CH2:15][OH:16])[C:5]([O:7][C:8]([CH3:11])([CH3:10])[CH3:9])=[O:6], predict the reactants needed to synthesize it. The reactants are: [F:1][C:2]1[CH:3]=[C:4]([CH:12]=[C:13]([F:17])[C:14]=1[CH:15]=[O:16])[C:5]([O:7][C:8]([CH3:11])([CH3:10])[CH3:9])=[O:6].[BH4-].[Na+]. (5) Given the product [Br:4][C:5]1[C:6]([Cl:16])=[CH:7][C:8]([F:15])=[C:9]([S:11]([N:25]([C:20]2[CH:21]=[CH:22][CH:23]=[CH:24][C:19]=2[O:18][CH3:17])[CH3:26])(=[O:13])=[O:12])[CH:10]=1, predict the reactants needed to synthesize it. The reactants are: C(Cl)Cl.[Br:4][C:5]1[C:6]([Cl:16])=[CH:7][C:8]([F:15])=[C:9]([S:11](Cl)(=[O:13])=[O:12])[CH:10]=1.[CH3:17][O:18][C:19]1[CH:24]=[CH:23][CH:22]=[CH:21][C:20]=1[NH:25][CH3:26].C(N(CC)CC)C. (6) Given the product [NH2:13][C@@:14]([CH3:26])([CH2:19][CH:20]([CH3:25])[CH2:21][CH2:22][CH3:23])[CH2:15][C:16]([OH:18])=[O:17], predict the reactants needed to synthesize it. The reactants are: N[C@@](C)(CC(C)CC)CC(O)=O.[NH2:13][C@@:14]([CH3:26])([CH2:19][CH:20]([CH3:25])[CH2:21][CH2:22][CH2:23]C)[CH2:15][C:16]([OH:18])=[O:17].C([N+]([O-])=O)CCCCCCCCC. (7) Given the product [Cl:35][C:36]1[CH:44]=[CH:43][C:39]([C:40]2[C:6]3[CH2:5][N:4]([C:1](=[O:3])[CH3:2])[CH2:9][CH2:8][C:7]=3[NH:46][N:45]=2)=[CH:38][CH:37]=1, predict the reactants needed to synthesize it. The reactants are: [C:1]([N:4]1[CH2:9][CH2:8][C:7](=O)[CH2:6][CH2:5]1)(=[O:3])[CH3:2].N1CCOCC1.C1(C)C=CC(S(O)(=O)=O)=CC=1.CCN(CC)CC.[Cl:35][C:36]1[CH:44]=[CH:43][C:39]([C:40](Cl)=O)=[CH:38][CH:37]=1.[NH2:45][NH2:46].CCOC(C)=O. (8) Given the product [I:1][C:2]1[C:3]2[C:4](=[CH:8][N:9]([CH3:13])[N:10]=2)[N:5]=[CH:6][CH:7]=1.[I:1][C:2]1[CH:7]=[CH:6][N:5]=[C:4]2[CH:8]=[N:9][N:10]([CH3:12])[C:3]=12, predict the reactants needed to synthesize it. The reactants are: [I:1][C:2]1[C:3]2[C:4](=[CH:8][NH:9][N:10]=2)[N:5]=[CH:6][CH:7]=1.I[CH3:12].[C:13](=O)([O-])[O-].[Cs+].[Cs+]. (9) The reactants are: [F:1][C:2]([F:14])([S:11]([OH:13])=[O:12])[CH2:3][O:4][C:5](=[O:10])[C:6]([CH3:9])([CH3:8])[CH3:7].[Na:15].[OH:16]O. Given the product [F:14][C:2]([F:1])([S:11]([OH:16])(=[O:13])=[O:12])[CH2:3][O:4][C:5](=[O:10])[C:6]([CH3:8])([CH3:9])[CH3:7].[Na:15], predict the reactants needed to synthesize it.